From a dataset of Forward reaction prediction with 1.9M reactions from USPTO patents (1976-2016). Predict the product of the given reaction. The product is: [C:13]([O:17][C:13]1[CH:14]=[C:15]2[C:10]([C:9](=[O:19])[N:8]([C:5]3[CH:6]=[CH:7][C:2]([Cl:1])=[CH:3][CH:4]=3)[CH2:16]2)=[CH:11][C:12]=1[O:18][C:9](=[O:19])[CH3:10])(=[O:17])[CH3:12]. Given the reactants [Cl:1][C:2]1[CH:7]=[CH:6][C:5]([N:8]2[CH2:16][C:15]3[C:10](=[CH:11][C:12]([OH:18])=[C:13]([OH:17])[CH:14]=3)[C:9]2=[O:19])=[CH:4][CH:3]=1, predict the reaction product.